Dataset: Reaction yield outcomes from USPTO patents with 853,638 reactions. Task: Predict the reaction yield, written as a fraction of the theoretical maximum amount of product (1.0 means a 100% yield; for example, 0.34 means a 34% yield). (1) The reactants are [Cl:1][C:2]1[CH:7]=[CH:6][C:5]([C:8]2[CH:13]=[CH:12][N:11]3[C:14](=[O:17])[NH:15][N:16]=[C:10]3[C:9]=2[C:18]2[CH:23]=[CH:22][N:21]=[CH:20][CH:19]=2)=[CH:4][CH:3]=1.Cl[CH2:25][C:26]1[C:27]([CH3:36])=[N:28][C:29]([C:32]([F:35])([F:34])[F:33])=[CH:30][CH:31]=1.C([O-])([O-])=O.[K+].[K+]. The catalyst is CN(C=O)C. The product is [Cl:1][C:2]1[CH:7]=[CH:6][C:5]([C:8]2[CH:13]=[CH:12][N:11]3[C:14](=[O:17])[N:15]([CH2:25][C:26]4[C:27]([CH3:36])=[N:28][C:29]([C:32]([F:35])([F:33])[F:34])=[CH:30][CH:31]=4)[N:16]=[C:10]3[C:9]=2[C:18]2[CH:19]=[CH:20][N:21]=[CH:22][CH:23]=2)=[CH:4][CH:3]=1. The yield is 0.530. (2) The reactants are [F:1][C:2]1[CH:11]=[C:10]2[C:5]([CH:6]=[CH:7][C:8](=[O:15])[N:9]2[CH2:12][CH:13]=C)=[CH:4][CH:3]=1.C(Cl)Cl.CSC.C[OH:23]. No catalyst specified. The product is [F:1][C:2]1[CH:11]=[C:10]2[C:5]([CH:6]=[CH:7][C:8](=[O:15])[N:9]2[CH2:12][CH:13]=[O:23])=[CH:4][CH:3]=1. The yield is 0.820. (3) The reactants are [CH:1]12[O:7][CH:6]1[CH2:5][CH2:4][N:3]([C:8]([O:10][CH2:11][C:12]1[CH:17]=[CH:16][CH:15]=[CH:14][CH:13]=1)=[O:9])[CH2:2]2.[CH3:18][C:19]1[C:24]([CH3:25])=[CH:23][CH:22]=[CH:21][C:20]=1[OH:26].[OH-].[Na+]. The catalyst is C(#N)C.O.[Cl-].[Na+].O. The product is [CH2:11]([O:10][C:8]([N:3]1[CH2:4][CH2:5][C@@H:6]([O:26][C:20]2[CH:21]=[CH:22][CH:23]=[C:24]([CH3:25])[C:19]=2[CH3:18])[C@H:1]([OH:7])[CH2:2]1)=[O:9])[C:12]1[CH:17]=[CH:16][CH:15]=[CH:14][CH:13]=1. The yield is 0.500. (4) The reactants are C1(S([CH2:9][C:10]2[CH:11]=[CH:12][N:13]3[C:18]=2[C:17]([NH:19][C:20]2[CH:21]=[C:22]4[C:26](=[CH:27][CH:28]=2)[N:25]([CH2:29][C:30]2[CH:35]=[CH:34][CH:33]=[C:32]([F:36])[CH:31]=2)[N:24]=[CH:23]4)=[N:16][CH:15]=[N:14]3)=O)C=CC=CC=1.[NH:37]1[CH2:43][CH2:42][CH2:41][NH:40][CH2:39][CH2:38]1. The catalyst is C(Cl)Cl. The product is [N:37]1([CH2:9][C:10]2[CH:11]=[CH:12][N:13]3[C:18]=2[C:17]([NH:19][C:20]2[CH:21]=[C:22]4[C:26](=[CH:27][CH:28]=2)[N:25]([CH2:29][C:30]2[CH:35]=[CH:34][CH:33]=[C:32]([F:36])[CH:31]=2)[N:24]=[CH:23]4)=[N:16][CH:15]=[N:14]3)[CH2:43][CH2:42][CH2:41][NH:40][CH2:39][CH2:38]1. The yield is 0.820. (5) The reactants are [Cl:1][C:2]1[CH:3]=[C:4]([CH:7]=[CH:8][C:9]=1[O:10][CH:11]([CH3:13])[CH3:12])[C:5]#[N:6].[NH2:14][OH:15]. The catalyst is C(O)C. The product is [Cl:1][C:2]1[CH:3]=[C:4]([CH:7]=[CH:8][C:9]=1[O:10][CH:11]([CH3:13])[CH3:12])[C:5]([NH:14][OH:15])=[NH:6]. The yield is 0.940.